Predict the reactants needed to synthesize the given product. From a dataset of Full USPTO retrosynthesis dataset with 1.9M reactions from patents (1976-2016). Given the product [C:1]([C:3]1[CH:11]=[CH:10][C:6]([C:7]([NH:44][C:40]2[CH:41]=[CH:42][CH:43]=[C:38]([C:36]3[N:35]=[N:34][N:33]([C:14]4[C:13]([Cl:12])=[CH:18][C:17]([C:19]([F:31])([C:27]([F:28])([F:30])[F:29])[C:20]([F:25])([F:26])[C:21]([F:22])([F:23])[F:24])=[CH:16][C:15]=4[Cl:32])[CH:37]=3)[CH:39]=2)=[O:8])=[CH:5][CH:4]=1)#[N:2], predict the reactants needed to synthesize it. The reactants are: [C:1]([C:3]1[CH:11]=[CH:10][C:6]([C:7](Cl)=[O:8])=[CH:5][CH:4]=1)#[N:2].[Cl:12][C:13]1[CH:18]=[C:17]([C:19]([F:31])([C:27]([F:30])([F:29])[F:28])[C:20]([F:26])([F:25])[C:21]([F:24])([F:23])[F:22])[CH:16]=[C:15]([Cl:32])[C:14]=1[N:33]1[CH:37]=[C:36]([C:38]2[CH:39]=[C:40]([NH2:44])[CH:41]=[CH:42][CH:43]=2)[N:35]=[N:34]1.N1C=CC=CC=1.